Dataset: Catalyst prediction with 721,799 reactions and 888 catalyst types from USPTO. Task: Predict which catalyst facilitates the given reaction. Reactant: [CH2:1]([N:3]1[CH2:8][CH2:7][NH:6][CH2:5][CH2:4]1)[CH3:2].C(=O)([O-])[O-].[K+].[K+].Br[CH2:16][CH2:17][OH:18]. Product: [CH2:1]([N:3]1[CH2:8][CH2:7][N:6]([CH2:16][CH2:17][OH:18])[CH2:5][CH2:4]1)[CH3:2]. The catalyst class is: 10.